Dataset: Forward reaction prediction with 1.9M reactions from USPTO patents (1976-2016). Task: Predict the product of the given reaction. (1) Given the reactants [C:1]([C:5]1[N:6]=[C:7]2[C:12]([C:13]([F:16])([F:15])[F:14])=[CH:11][CH:10]=[CH:9][N:8]2[CH:17]=1)([CH3:4])([CH3:3])[CH3:2].I[C:19]1[CH:24]=[CH:23][CH:22]=[C:21]([O:25][C:26]2[CH:31]=[CH:30][CH:29]=[C:28]([S:32]([CH3:35])(=[O:34])=[O:33])[CH:27]=2)[CH:20]=1.C([O-])(=O)C.[K+], predict the reaction product. The product is: [C:1]([C:5]1[N:6]=[C:7]2[C:12]([C:13]([F:16])([F:14])[F:15])=[CH:11][CH:10]=[CH:9][N:8]2[C:17]=1[C:23]1[CH:24]=[CH:19][CH:20]=[C:21]([O:25][C:26]2[CH:31]=[CH:30][CH:29]=[C:28]([S:32]([CH3:35])(=[O:34])=[O:33])[CH:27]=2)[CH:22]=1)([CH3:4])([CH3:2])[CH3:3]. (2) Given the reactants [C:1]1([C:23]2[CH:28]=[CH:27][CH:26]=[CH:25][CH:24]=2)[CH:6]=[CH:5][C:4]([NH:7][C:8](=[O:22])[NH:9][CH:10]([C:15]2[CH:20]=[CH:19][C:18]([CH3:21])=[CH:17][CH:16]=2)[CH2:11][C:12]([OH:14])=O)=[CH:3][CH:2]=1.[NH2:29][CH:30]([C:35]1[CH:40]=[CH:39]C(C)=CC=1)CC(O)=O.[N:42]([C:45]1C=CC(C2C=CC=CC=2)=C[CH:46]=1)=C=O, predict the reaction product. The product is: [C:1]1([C:23]2[CH:24]=[CH:25][CH:26]=[CH:27][CH:28]=2)[CH:2]=[CH:3][C:4]([NH:7][C:8](=[O:22])[NH:9][C@@H:10]([C:15]2[CH:20]=[CH:19][C:18]([CH3:21])=[CH:17][CH:16]=2)[CH2:11][C:12]([NH:42][CH2:45][CH2:46][N:29]2[CH2:30][CH2:35][CH2:40][CH2:39]2)=[O:14])=[CH:5][CH:6]=1. (3) Given the reactants Br[C:2]1[CH:3]=[C:4]([C:9]([OH:11])=O)[CH:5]=[N:6][C:7]=1Cl.[CH3:12][C:13]1[O:17][N:16]=[C:15]([CH2:18][OH:19])[CH:14]=1.[F:20][C:21]1[CH:26]=[CH:25][C:24](B(O)O)=[CH:23][CH:22]=1.[NH2:30][CH2:31][C@@:32]([CH3:37])([CH:34]1[CH2:36][CH2:35]1)[OH:33], predict the reaction product. The product is: [CH:34]1([C@:32]([OH:33])([CH3:37])[CH2:31][NH:30][C:9](=[O:11])[C:4]2[CH:3]=[C:2]([C:24]3[CH:25]=[CH:26][C:21]([F:20])=[CH:22][CH:23]=3)[C:7]([O:19][CH2:18][C:15]3[CH:14]=[C:13]([CH3:12])[O:17][N:16]=3)=[N:6][CH:5]=2)[CH2:36][CH2:35]1. (4) Given the reactants [C:1]([O:8][CH3:9])(=[O:7])[CH2:2][C:3]([O:5][CH3:6])=[O:4].[CH3:10][O:11][C:12]1[CH:13]=[C:14]([CH:17]=[CH:18][C:19]=1[CH3:20])[CH2:15]Br, predict the reaction product. The product is: [CH3:10][O:11][C:12]1[CH:13]=[C:14]([CH:17]=[CH:18][C:19]=1[CH3:20])[CH2:15][CH:2]([C:1]([O:8][CH3:9])=[O:7])[C:3]([O:5][CH3:6])=[O:4]. (5) Given the reactants [NH2:1][CH:2]1[CH2:7][CH2:6][CH:5]([C:8]([OH:10])=[O:9])[CH2:4][CH2:3]1.S(Cl)(Cl)=O.[CH2:15](Cl)Cl, predict the reaction product. The product is: [NH2:1][CH:2]1[CH2:7][CH2:6][CH:5]([C:8]([O:10][CH3:15])=[O:9])[CH2:4][CH2:3]1.